Dataset: Peptide-MHC class II binding affinity with 134,281 pairs from IEDB. Task: Regression. Given a peptide amino acid sequence and an MHC pseudo amino acid sequence, predict their binding affinity value. This is MHC class II binding data. (1) The peptide sequence is RIFGRRSIPVNEALA. The MHC is HLA-DQA10201-DQB10402 with pseudo-sequence HLA-DQA10201-DQB10402. The binding affinity (normalized) is 0.787. (2) The peptide sequence is MERRFTSHLPVAQRG. The MHC is HLA-DQA10201-DQB10402 with pseudo-sequence HLA-DQA10201-DQB10402. The binding affinity (normalized) is 0.483. (3) The peptide sequence is IPFVHLGHRDALEDD. The MHC is HLA-DPA10103-DPB10401 with pseudo-sequence HLA-DPA10103-DPB10401. The binding affinity (normalized) is 0.565. (4) The peptide sequence is DDCVAIGTGSSNIVI. The MHC is HLA-DQA10501-DQB10301 with pseudo-sequence HLA-DQA10501-DQB10301. The binding affinity (normalized) is 0.711. (5) The peptide sequence is PKKYFAATQFEPLAA. The MHC is HLA-DPA10201-DPB10501 with pseudo-sequence HLA-DPA10201-DPB10501. The binding affinity (normalized) is 0.484. (6) The peptide sequence is DTAGWDTRITEADLD. The MHC is DRB1_0301 with pseudo-sequence DRB1_0301. The binding affinity (normalized) is 0.416. (7) The peptide sequence is YDKFLANVSTVLTLK. The MHC is DRB3_0202 with pseudo-sequence DRB3_0202. The binding affinity (normalized) is 0.955. (8) The peptide sequence is ACSLFLNYAVSFNYF. The MHC is DRB1_1501 with pseudo-sequence DRB1_1501. The binding affinity (normalized) is 0.457. (9) The peptide sequence is ETIRVTPDNFSSLIK. The MHC is DRB1_0101 with pseudo-sequence DRB1_0101. The binding affinity (normalized) is 0.422. (10) The peptide sequence is KEKHEFLNRLKQLPLLESQI. The MHC is DRB1_0401 with pseudo-sequence DRB1_0401. The binding affinity (normalized) is 0.0254.